Predict the reaction yield, written as a fraction of the theoretical maximum amount of product (1.0 means a 100% yield; for example, 0.34 means a 34% yield). From a dataset of Reaction yield outcomes from USPTO patents with 853,638 reactions. The reactants are [CH3:1][N:2]1[C:10]2[C:5](=[CH:6][C:7]([O:11][C:12]3[C:17]([CH2:18][NH2:19])=[CH:16][CH:15]=[CH:14][N:13]=3)=[CH:8][CH:9]=2)[CH:4]=[N:3]1.ClC(Cl)(Cl)C[O:23][C:24](=O)[NH:25][C:26]1[N:27]([C:35]2[CH:40]=[CH:39][C:38]([CH3:41])=[CH:37][CH:36]=2)[N:28]=[C:29]([C:31]([CH3:34])([CH3:33])[CH3:32])[CH:30]=1.CCN(C(C)C)C(C)C. The catalyst is CN(C=O)C. The product is [C:31]([C:29]1[CH:30]=[C:26]([NH:25][C:24]([NH:19][CH2:18][C:17]2[C:12]([O:11][C:7]3[CH:6]=[C:5]4[C:10](=[CH:9][CH:8]=3)[N:2]([CH3:1])[N:3]=[CH:4]4)=[N:13][CH:14]=[CH:15][CH:16]=2)=[O:23])[N:27]([C:35]2[CH:40]=[CH:39][C:38]([CH3:41])=[CH:37][CH:36]=2)[N:28]=1)([CH3:34])([CH3:32])[CH3:33]. The yield is 1.00.